This data is from Peptide-MHC class II binding affinity with 134,281 pairs from IEDB. The task is: Regression. Given a peptide amino acid sequence and an MHC pseudo amino acid sequence, predict their binding affinity value. This is MHC class II binding data. (1) The peptide sequence is EQCGRQAGGKLCPNN. The MHC is DRB1_0802 with pseudo-sequence DRB1_0802. The binding affinity (normalized) is 0.201. (2) The peptide sequence is LDIELQKTEATQLAT. The MHC is DRB1_1302 with pseudo-sequence DRB1_1302. The binding affinity (normalized) is 0.695. (3) The peptide sequence is GWPYIGSRSQIIGRS. The MHC is DRB1_0701 with pseudo-sequence DRB1_0701. The binding affinity (normalized) is 1.00. (4) The MHC is DRB1_1001 with pseudo-sequence DRB1_1001. The peptide sequence is EATTDGLGWYKIEID. The binding affinity (normalized) is 0.361. (5) The peptide sequence is LKKYFAATQFEPLAA. The MHC is HLA-DQA10501-DQB10201 with pseudo-sequence HLA-DQA10501-DQB10201. The binding affinity (normalized) is 0.396. (6) The peptide sequence is KYKTFEAAFTVSSKR. The MHC is HLA-DQA10501-DQB10301 with pseudo-sequence HLA-DQA10501-DQB10301. The binding affinity (normalized) is 0.622.